Dataset: Reaction yield outcomes from USPTO patents with 853,638 reactions. Task: Predict the reaction yield, written as a fraction of the theoretical maximum amount of product (1.0 means a 100% yield; for example, 0.34 means a 34% yield). The reactants are [OH:1][C@H:2]([CH3:6])[C:3]([NH2:5])=O.F[B-](F)(F)F.C([O+](CC)CC)C.N[C:20]1[C:21]([NH:29][CH:30]2[CH2:35][CH2:34][CH2:33][CH:32]([CH2:36][CH2:37][C:38]#[N:39])[CH2:31]2)=[C:22]2[S:28][CH:27]=[CH:26][C:23]2=[N:24][CH:25]=1. The catalyst is O1CCCC1.C(O)C. The product is [OH:1][C@@H:2]([C:3]1[N:29]([CH:30]2[CH2:35][CH2:34][CH2:33][CH:32]([CH2:36][CH2:37][C:38]#[N:39])[CH2:31]2)[C:21]2=[C:22]3[S:28][CH:27]=[CH:26][C:23]3=[N:24][CH:25]=[C:20]2[N:5]=1)[CH3:6]. The yield is 0.390.